From a dataset of CYP3A4 inhibition data for predicting drug metabolism from PubChem BioAssay. Regression/Classification. Given a drug SMILES string, predict its absorption, distribution, metabolism, or excretion properties. Task type varies by dataset: regression for continuous measurements (e.g., permeability, clearance, half-life) or binary classification for categorical outcomes (e.g., BBB penetration, CYP inhibition). Dataset: cyp3a4_veith. (1) The compound is CC(C)NC(=O)N1CC[C@@]2(CCCN(C(=O)c3cccn3C)C2)C1. The result is 0 (non-inhibitor). (2) The result is 1 (inhibitor). The drug is COc1ccc(O[C@H]2C=C[C@@H](c3ccccc3)O[C@@H]2CO/N=C\[C@@H](C)[C@H](OCc2ccccc2)C(C)C)cc1.